Dataset: Experimentally validated miRNA-target interactions with 360,000+ pairs, plus equal number of negative samples. Task: Binary Classification. Given a miRNA mature sequence and a target amino acid sequence, predict their likelihood of interaction. (1) The miRNA is hsa-miR-6715b-5p with sequence ACAGGCACGACUGGUUUGGCA. The protein sequence of the target gene is MTSVRCKLAQYLEDLEDVDLKKFKMHLEDYPPEKGCIPVPRGQMEKADHLDLATLMIDFNGEEKAWAMAVWIFAAINRRDLWEKAKKDQPEWNDTCTSHSSMVCQEDSLEEEWMGLLGYLSRISICKKKKDYCKMYRRHVRSRFYSIKDRNARLGESVDLNSRYTQLQLVKEHPSKQEREHELLTIGRTKMRDSPMSSLKLELLFEPEDGHSEPVHTVVFQGAAGIGKTILARKIMLDWALGKLFKDKFDYLFFIHCREVSLRTPRSLADLIVSCWPDPNPPVCKILRKPSRILFLMDGF.... Result: 0 (no interaction). (2) The miRNA is rno-miR-27a-3p with sequence UUCACAGUGGCUAAGUUCCGC. The protein sequence of the target gene is MTERRRDELSEEINNLREKVMKQSEENNNLQSQVQKLTEENTTLREQVEPTPEDEDDDIELRGAAAAAAPPPPIEEECPEDLPEKFDGNPDMLAPFMAQCQIFMEKSTRDFSVDRVRVCFVTSMMTGRAARWASAKLERSHYLMHNYPAFMMEMKHVFEDPQRREVAKRKIRRLRQGMGSVIDYSNAFQMIAQDLDWNEPALIDQYHEGLSDHIQEELSHLEVAKSLSALIGQCIHIERRLARAAAARKPRSPPRALVLPHIASHHQVDPTEPVGGARMRLTQEEKERRRKLNLCLYCGT.... Result: 0 (no interaction). (3) The miRNA is hsa-miR-585-3p with sequence UGGGCGUAUCUGUAUGCUA. The protein sequence of the target gene is MRRAAGMEDYSAEEEESWYDHQDLEQDLHLAAELGKTLLERNKELEESLQQMYSTNEEQVHEIEYLTKQLDTLRLVNEQHAKVYEQLDLTARDLELTNQRLVMESKAAQQKIHGLTETIERLQSQVEELQAQVEQLRGLEQLRIRREKRERRRTIHTFPCLKELCTSSRCEDAFRLHSSSLELGPRPLEQENERLQTLVGVLRSQVSQERQRKERAEREYTVVLQEYTELERQLCEMEGCRLRVQELEAELLELQQMKQAKTYLLAREEHLAEALLAPLTQAPEADDPQPGSGDDSNAQD.... Result: 0 (no interaction). (4) The miRNA is hsa-miR-376c-3p with sequence AACAUAGAGGAAAUUCCACGU. The protein sequence of the target gene is MDWHSFRIAALLLTSLVVLEVNSEFQIQVRDHNAKNGTIKWHSIRRQKREWIKFAAACREGEDNSKRNPIAKIHSDCAANQPVTYRISGVGIDQPPYGIFIINQKTGEINITSIVDREVTPFFIIYCRALNAQGQDLENPLELRVRVMDINDNPPVFSMTTFLGQIEENSNANTLVMKLNATDADEPNNLNSMIAFKIIRQEPSDSPMFIINRKTGEIRTMNNFLDREQYSQYSLVVRGSDRDGGADGMSAESECSITILDVNDNIPYLEQSSYDITIEENALHSQLVQIRVIDLDEEFS.... Result: 0 (no interaction). (5) The miRNA is hsa-miR-382-5p with sequence GAAGUUGUUCGUGGUGGAUUCG. The protein sequence of the target gene is MDPLQEANGTFALNLLKILGEDSSKNVFLSPMSISSALAMVFMGAKGTTASQMAQALALDKCSGNGGGDVHQGFQSLLTEVNKTGTQYLLRTANRLFGDKTCDLLASFKDSCLKFYEAELEELDFQGATEESRQHINTWVAKKTEDKIKEVLSPGTVNSDTSLVLVNAIYFKGNWEKQFNKEHTREMPFKVSKNEEKPVQMMFKKSTFKMTYIGEIFTKILLLPYVSSELNMIIMLPDEHVELSTVEKEVTYEKFIEWTRLDKMDEEEVEVFLPKFKLEENYNMNDALYKLGMTDAFGGR.... Result: 0 (no interaction). (6) The miRNA is mmu-miR-210-3p with sequence CUGUGCGUGUGACAGCGGCUGA. The protein sequence of the target gene is MPRRGYSKPGSWGSFWAMLTLVGLVTHAAQRADVGGEAAGTSINHSQAVLQRLQELLRQGNASDVVLRVQAAGTDEVRVFHAHRLLLGLHSELFLELLSNQSEAVLQEPQDCAAVFDKFIRYLYCGELTVLLTQAIPLHRLATKYGVSSLQRGVADYMRAHLAGGAGPAVGWYHYAVGTGDEALRESCLQFLAWNLSAVAASTEWGAVSPELLWQLLQRSDLVLQDELELFHALEAWLGRARPPPAVAERALRAIRYPMIPPAQLFQLQARSAALARHGPAVADLLLQAYQFHAASPLHY.... Result: 0 (no interaction). (7) The miRNA is hsa-miR-147a with sequence GUGUGUGGAAAUGCUUCUGC. The protein sequence of the target gene is MEALRRAHEVALRLLLCRPWASRAAARPKPSASEVLTRHLLQRRLPHWTSFCVPYSAVRNDQFGLSHFNWPVQGANYHVLRTGCFPFIKYHCSKAPWQDLARQNRFFTALKVVNLGIPTLLYGLGSWLFARVTETVHTSYGPITVYFLNKEDEGAMY. Result: 1 (interaction).